This data is from Catalyst prediction with 721,799 reactions and 888 catalyst types from USPTO. The task is: Predict which catalyst facilitates the given reaction. (1) Reactant: [C:1]1([CH3:24])[CH:6]=[C:5]([CH3:7])[CH:4]=[C:3]([CH3:8])[C:2]=1[NH:9][C:10]1[N:14]([CH3:15])[C:13]2[C:16]([NH:20][CH2:21][CH2:22][CH3:23])=[CH:17][CH:18]=[CH:19][C:12]=2[N:11]=1.[CH:25]1([CH:28]=O)[CH2:27][CH2:26]1.C(O)(=O)C.C([BH3-])#N.[Na+]. Product: [CH:25]1([CH2:28][N:20]([CH2:21][CH2:22][CH3:23])[C:16]2[C:13]3[N:14]([CH3:15])[C:10]([NH:9][C:2]4[C:3]([CH3:8])=[CH:4][C:5]([CH3:7])=[CH:6][C:1]=4[CH3:24])=[N:11][C:12]=3[CH:19]=[CH:18][CH:17]=2)[CH2:27][CH2:26]1. The catalyst class is: 5. (2) Reactant: [C:1]([NH:8][CH2:9][CH2:10][C:11]1[CH:16]=[CH:15][C:14]([OH:17])=[CH:13][CH:12]=1)([O:3][C:4]([CH3:7])([CH3:6])[CH3:5])=[O:2].C1(P(C2C=CC=CC=2)C2C=CC=CC=2)C=CC=CC=1.[CH3:37][NH:38][CH2:39][CH2:40]O.CC(OC(/N=N/C(OC(C)C)=O)=O)C. Product: [CH3:37][NH:38][CH2:39][CH2:40][O:17][C:14]1[CH:15]=[CH:16][C:11]([CH2:10][CH2:9][NH:8][C:1](=[O:2])[O:3][C:4]([CH3:6])([CH3:7])[CH3:5])=[CH:12][CH:13]=1. The catalyst class is: 1.